This data is from NCI-60 drug combinations with 297,098 pairs across 59 cell lines. The task is: Regression. Given two drug SMILES strings and cell line genomic features, predict the synergy score measuring deviation from expected non-interaction effect. (1) Drug 1: C1CN(CCN1C(=O)CCBr)C(=O)CCBr. Drug 2: CC1C(C(CC(O1)OC2CC(CC3=C2C(=C4C(=C3O)C(=O)C5=CC=CC=C5C4=O)O)(C(=O)C)O)N)O. Synergy scores: CSS=38.9, Synergy_ZIP=-9.16, Synergy_Bliss=-5.72, Synergy_Loewe=-9.04, Synergy_HSA=-2.94. Cell line: MDA-MB-231. (2) Drug 1: CC1=C(C(CCC1)(C)C)C=CC(=CC=CC(=CC(=O)O)C)C. Drug 2: CCC1(CC2CC(C3=C(CCN(C2)C1)C4=CC=CC=C4N3)(C5=C(C=C6C(=C5)C78CCN9C7C(C=CC9)(C(C(C8N6C)(C(=O)OC)O)OC(=O)C)CC)OC)C(=O)OC)O.OS(=O)(=O)O. Cell line: SF-295. Synergy scores: CSS=4.46, Synergy_ZIP=-0.720, Synergy_Bliss=2.47, Synergy_Loewe=-7.66, Synergy_HSA=0.0912. (3) Drug 1: CC1=C(N=C(N=C1N)C(CC(=O)N)NCC(C(=O)N)N)C(=O)NC(C(C2=CN=CN2)OC3C(C(C(C(O3)CO)O)O)OC4C(C(C(C(O4)CO)O)OC(=O)N)O)C(=O)NC(C)C(C(C)C(=O)NC(C(C)O)C(=O)NCCC5=NC(=CS5)C6=NC(=CS6)C(=O)NCCC[S+](C)C)O. Drug 2: CN(CC1=CN=C2C(=N1)C(=NC(=N2)N)N)C3=CC=C(C=C3)C(=O)NC(CCC(=O)O)C(=O)O. Cell line: IGROV1. Synergy scores: CSS=51.5, Synergy_ZIP=-4.96, Synergy_Bliss=-3.19, Synergy_Loewe=-3.04, Synergy_HSA=-2.62. (4) Drug 1: C1=C(C(=O)NC(=O)N1)F. Drug 2: C1CN1P(=S)(N2CC2)N3CC3. Cell line: A498. Synergy scores: CSS=52.3, Synergy_ZIP=-4.16, Synergy_Bliss=-6.91, Synergy_Loewe=-7.22, Synergy_HSA=-4.22. (5) Drug 1: C1=NC2=C(N=C(N=C2N1C3C(C(C(O3)CO)O)O)F)N. Drug 2: C1CNP(=O)(OC1)N(CCCl)CCCl. Cell line: SK-OV-3. Synergy scores: CSS=2.13, Synergy_ZIP=-0.997, Synergy_Bliss=2.81, Synergy_Loewe=-8.31, Synergy_HSA=-0.139. (6) Drug 1: CNC(=O)C1=NC=CC(=C1)OC2=CC=C(C=C2)NC(=O)NC3=CC(=C(C=C3)Cl)C(F)(F)F. Drug 2: CN(CCCl)CCCl.Cl. Cell line: ACHN. Synergy scores: CSS=49.8, Synergy_ZIP=-0.456, Synergy_Bliss=2.31, Synergy_Loewe=-28.3, Synergy_HSA=1.36. (7) Drug 1: CS(=O)(=O)CCNCC1=CC=C(O1)C2=CC3=C(C=C2)N=CN=C3NC4=CC(=C(C=C4)OCC5=CC(=CC=C5)F)Cl. Drug 2: CCCCC(=O)OCC(=O)C1(CC(C2=C(C1)C(=C3C(=C2O)C(=O)C4=C(C3=O)C=CC=C4OC)O)OC5CC(C(C(O5)C)O)NC(=O)C(F)(F)F)O. Cell line: KM12. Synergy scores: CSS=40.0, Synergy_ZIP=10.4, Synergy_Bliss=15.0, Synergy_Loewe=-13.8, Synergy_HSA=5.65.